This data is from Experimentally validated miRNA-target interactions with 360,000+ pairs, plus equal number of negative samples. The task is: Binary Classification. Given a miRNA mature sequence and a target amino acid sequence, predict their likelihood of interaction. (1) The miRNA is hsa-miR-4756-5p with sequence CAGGGAGGCGCUCACUCUCUGCU. The protein sequence of the target gene is MSLMLDDQPPMEAQYAEEGPGPGIFRAEPGDQQHPISQAVCWRSMRRGCAVLGALGLLAGAGVGSWLLVLYLCPAASQPISGTLQDEEITLSCSEASAEEALLPALPKTVSFRINSEDFLLEAQVRDQPRWLLVCHEGWSPALGLQICWSLGHLRLTHHKGVNLTDIKLNSSQEFAQLSPRLGGFLEEAWQPRNNCTSGQVVSLRCSECGARPLASRIVGGQSVAPGRWPWQASVALGFRHTCGGSVLAPRWVVTAAHCMHSFRLARLSSWRVHAGLVSHSAVRPHQGALVERIIPHPLY.... Result: 1 (interaction). (2) The miRNA is rno-miR-204-5p with sequence UUCCCUUUGUCAUCCUAUGCCU. The protein sequence of the target gene is MARASLVQPALWALLLLQVVGPAAAAKLNIPKVLLPFTRATRVNFTLEASEGCYRWSSTRPEVASIEPLGSSEQQCSQKAVVQARLTQPARLTSIIFAEDITTGQVLRCDAIVDLIHGIQIVSTTRELYLEDSPLELKIQALDSEGNTFSTLAGLVFDWTIVKDTEANGFSDSHNALRILTFLESTYIPPSYISEMEKAAKQGDTILVSGMKTGSSKLKARIQEAVYKNVRPAEVRLLILENILLNPAYDVYLLVGTSIHYKVQKIRQGKITELSMPSDQYELQLQNSIPDPQGDPARPV.... Result: 0 (no interaction). (3) The miRNA is hsa-miR-4632-5p with sequence GAGGGCAGCGUGGGUGUGGCGGA. The protein sequence of the target gene is MHFSTVTRDMEAFTASSLSSLGAAGGFPGAASPGADPYGPREPPPPPPRYDPCAAAAPGAPGPPPPPHAYPFAPAAGAATSAAAEPEGPGASCAAAAKAPVKKNAKVAGVSVQLEMKALWDEFNQLGTEMIVTKAGRRMFPTFQVKLFGMDPMADYMLLMDFVPVDDKRYRYAFHSSSWLVAGKADPATPGRVHYHPDSPAKGAQWMKQIVSFDKLKLTNNLLDDNGHIILNSMHRYQPRFHVVYVDPRKDSEKYAEENFKTFVFEETRFTAVTAYQNHRITQLKIASNPFAKGFRDCDP.... Result: 0 (no interaction). (4) The miRNA is mmu-miR-540-3p with sequence AGGUCAGAGGUCGAUCCUGG. The protein sequence of the target gene is MVRRVQPDRKQLPLVLLRLLCLLPTGLPVRSVDFNRGTDNITVRQGDTAILRCVVEDKNSKVAWLNRSGIIFAGHDKWSLDPRVELEKRHSLEYSLRIQKVDVYDEGSYTCSVQTQHEPKTSQVYLIVQVPPKISNISSDVTVNEGSNVTLVCMANGRPEPVITWRHLTPTGREFEGEEEYLEILGITREQSGKYECKAANEVSSADVKQVKVTVNYPPTITESKSNEATTGRQASLKCEASAVPAPDFEWYRDDTRINSANGLEIKSTEGQSSLTVTNVTEEHYGNYTCVAANKLGVTN.... Result: 0 (no interaction). (5) The miRNA is ath-miR472-3p with sequence UUUUUCCUACUCCGCCCAUACC. The protein sequence of the target gene is MAAAAGDGTVKPLQSAMKLANGAIELDTGNRPREAYTEYLRSIHYISQVLLEEVETTKEAGETVPPDTSKMLKLAQQCLERAQSTAAKLGKTRLKPTMPAAAPIPQPAGRHRRVYSDEGGKLSPFLPPEIFQKLQGAESQSCKKELTPLEEASLQNQKLKAAYEARMARLDPSQAMQKTSLTLSLQRQMMENLVIAKAREETLQRKMEERRLRLQEAANRRFCSQVALTPEEREQRALYAAILEYEQDHDWPKHWKAKLKRNPGDLSLVTSLVSHLLSLPDHPIAQLLRRLQCSVYSALY.... Result: 0 (no interaction). (6) The miRNA is hsa-miR-539-5p with sequence GGAGAAAUUAUCCUUGGUGUGU. The protein sequence of the target gene is METGSEEEKWEKLDAEFDHFVVDMKPFVLKLPHRSERQRCALWIRKLCEPSGTGAGLMGRKNRNLYAKLLLHMLRRGILEGPFTHRPEPGTLKTLPSYMSIYFDEPNQAQPKDSSPEKLPDWVRGELQTGEQRLSDSWQCSSGEDNTLVLAASDAHREQYTGKLRMRSHSVSPTYREDKQHITSKICEVHSKTSPISLDDSDIEVRLNSWNLGIENPRYLRQKPLPVSLMTPKGSLRKASSLHDDHFLSRMHEKELDMKTKMMEAKFSEEKLKLQQKHDAEVQKILERKNNELEELKILY.... Result: 0 (no interaction). (7) The protein sequence of the target gene is MAVPAALIPPTQLVPPQPPISTSASSSGTTTSTSSATSSPAPSIGPPASSGPTLFRPEPIASAAAAAATVTSTGGGGGGGGSGGGGGSSGNGGGGGGGGGGSNCNPNLAAASNGSGGGGGGISAGGGVASSTPINASTGSSSSSSSSSSSSSSSSSSSSSSSSCGPLPGKPVYSTPSPVENTPQNNECKMVDLRGAKVASFTVEGCELICLPQAFDLFLKHLVGGLHTVYTKLKRLEITPVVCNVEQVRILRGLGAIQPGVNRCKLISRKDFETLYNDCTNASSRPGRPPKRTQSVTSPE.... Result: 0 (no interaction). The miRNA is hsa-miR-887-5p with sequence CUUGGGAGCCCUGUUAGACUC. (8) The miRNA is hsa-miR-495-5p with sequence GAAGUUGCCCAUGUUAUUUUCG. The protein sequence of the target gene is MGLLLPLALCILVLCCGAMSPPQLALNPSALLSRGCNDSDVLAVAGFALRDINKDRKDGYVLRLNRVNDAQEYRRGGLGSLFYLTLDVLETDCHVLRKKAWQDCGMRIFFESVYGQCKAIFYMNNPSRVLYLAAYNCTLRPVSKKKIYMTCPDCPSSIPTDSSNHQVLEAATESLAKYNNENTSKQYSLFKVTRASSQWVVGPSYFVEYLIKESPCTKSQASSCSLQSSDSVPVGLCKGSLTRTHWEKFVSVTCDFFESQAPATGSENSAVNQKPTNLPKVEESQQKNTPPTDSPSKAGP.... Result: 0 (no interaction). (9) The miRNA is hsa-miR-4503 with sequence UUUAAGCAGGAAAUAGAAUUUA. The protein sequence of the target gene is MSQGPPTGESSEPEAKVLHTKRLYRAVVEAVHRLDLILCNKTAYQEVFKPENISLRNKLRELCVKLMFLHPVDYGRKAEELLWRKVYYEVIQLIKTNKKHIHSRSTLECAYRTHLVAGIGFYQHLLLYIQSHYQLELQCCIDWTHVTDPLIGCKKPVSASGKEMDWAQMACHRCLVYLGDLSRYQNELAGVDTELLAERFYYQALSVAPQIGMPFNQLGTLAGSKYYNVEAMYCYLRCIQSEVSFEGAYGNLKRLYDKAAKMYHQLKKCETRKLSPGKKRCKDIKRLLVNFMYLQSLLQP.... Result: 0 (no interaction).